From a dataset of Reaction yield outcomes from USPTO patents with 853,638 reactions. Predict the reaction yield, written as a fraction of the theoretical maximum amount of product (1.0 means a 100% yield; for example, 0.34 means a 34% yield). (1) The reactants are [ClH:1].Cl.[Cl:3][C:4]1[CH:26]=[CH:25][CH:24]=[CH:23][C:5]=1[C:6]([NH:8][C:9]1[CH:14]=[CH:13][CH:12]=[C:11]([NH:15][CH:16]2[CH2:21][CH2:20][N:19]([CH3:22])[CH2:18][CH2:17]2)[CH:10]=1)=[O:7].C=O.[C:29](O)(=O)C.C([BH3-])#N.[Na+]. The catalyst is CO. The product is [ClH:3].[ClH:1].[Cl:3][C:4]1[CH:26]=[CH:25][CH:24]=[CH:23][C:5]=1[C:6]([NH:8][C:9]1[CH:14]=[CH:13][CH:12]=[C:11]([N:15]([CH3:29])[CH:16]2[CH2:17][CH2:18][N:19]([CH3:22])[CH2:20][CH2:21]2)[CH:10]=1)=[O:7]. The yield is 0.800. (2) The reactants are [H-].[Na+].[CH2:3]([O:5][C:6](=[O:15])[CH2:7][NH:8][C:9]1[CH:14]=[CH:13][CH:12]=[CH:11][CH:10]=1)[CH3:4].O([CH2:24][CH3:25])S(C(F)(F)F)(=O)=O. The catalyst is C1COCC1.C(OCC)(=O)C. The product is [CH2:24]([N:8]([C:9]1[CH:14]=[CH:13][CH:12]=[CH:11][CH:10]=1)[CH2:7][C:6]([O:5][CH2:3][CH3:4])=[O:15])[CH3:25]. The yield is 0.170.